From a dataset of Catalyst prediction with 721,799 reactions and 888 catalyst types from USPTO. Predict which catalyst facilitates the given reaction. (1) Reactant: [NH2:1][C:2]1[C:10]([C:11]([OH:13])=[O:12])=[CH:9][C:5]2=[N:6][S:7][N:8]=[C:4]2[C:3]=1[Cl:14].[Cl:15][C:16]1[C:17]([N:22]2[C:26]([C:27](O)=O)=[CH:25][C:24]([C:30]([F:33])([F:32])[F:31])=[N:23]2)=[N:18][CH:19]=[CH:20][CH:21]=1.N1C=CC=CC=1.CS(Cl)(=O)=O. Product: [Cl:14][C:3]1[C:4]2[C:5](=[N:6][S:7][N:8]=2)[CH:9]=[C:10]2[C:2]=1[N:1]=[C:27]([C:26]1[N:22]([C:17]3[C:16]([Cl:15])=[CH:21][CH:20]=[CH:19][N:18]=3)[N:23]=[C:24]([C:30]([F:33])([F:31])[F:32])[CH:25]=1)[O:12][C:11]2=[O:13]. The catalyst class is: 10. (2) Reactant: O[CH:2]1[CH2:7][CH2:6][C:5](=[O:8])[CH2:4][CH2:3]1.C([O:11][C:12](=[O:23])[CH:13](P(OCC)(OCC)=O)[CH3:14])C.[H-].[Na+].[OH-].[K+]. Product: [C:2]12([CH:13]([CH3:14])[C:12]([OH:23])=[O:11])[O:8][CH:5]([CH2:4][CH2:3]1)[CH2:6][CH2:7]2. The catalyst class is: 8. (3) Reactant: [C:1]([O:5][C:6]([N:8]1[C@H:12](CC2C=CC(C3C=CC=CC=3)=CC=2)[CH2:11][CH:10](C(OC)OC)[C:9]1=[O:31])=[O:7])([CH3:4])([CH3:3])[CH3:2].O. Product: [C:1]([O:5][C:6]([N:8]1[CH2:12][CH2:11][CH2:10][C:9]1=[O:31])=[O:7])([CH3:4])([CH3:2])[CH3:3]. The catalyst class is: 21. (4) Reactant: [F:1][C:2]1[CH:7]=[CH:6][CH:5]=[C:4]([F:8])[C:3]=1[C:9]1[C:10]([OH:15])=[CH:11][CH:12]=[CH:13][CH:14]=1.C(=O)([O-])[O-].[K+].[K+].C(Br)C=C.[CH2:26]([O:29]CC=C)[CH:27]=[CH2:28].C(C1C(C(F)(F)F)=CC=C(Cl)C=1O)C=C.C(C1C=CC=C(C2C(F)=CC=CC=2F)C=1O)C=C.ClC1C=C(C=CC=1)C(OO)=O.ClC1C2OC(CO)CC=2C(C(F)(F)F)=CC=1. Product: [F:1][C:2]1[CH:7]=[CH:6][CH:5]=[C:4]([F:8])[C:3]=1[C:9]1[C:10]2[O:15][CH:27]([CH2:26][OH:29])[CH2:28][C:11]=2[CH:12]=[CH:13][CH:14]=1. The catalyst class is: 728. (5) Reactant: [OH:1][C:2]1[CH:3]=[C:4]([CH:8]=[C:9]([C:11]([F:14])([F:13])[F:12])[CH:10]=1)[C:5]([OH:7])=[O:6].Cl.O1CCOC[CH2:17]1. Product: [OH:1][C:2]1[CH:3]=[C:4]([CH:8]=[C:9]([C:11]([F:12])([F:13])[F:14])[CH:10]=1)[C:5]([O:7][CH3:17])=[O:6]. The catalyst class is: 5. (6) Reactant: C(=O)([O-])[O-].[K+].[K+].[CH2:7](Br)[C:8]1[CH:13]=[CH:12][CH:11]=[CH:10][CH:9]=1.[Br:15][C:16]1[C:21]([CH3:22])=[CH:20][C:19]([C:23](=[O:25])[CH3:24])=[C:18]([OH:26])[CH:17]=1.O. Product: [Br:15][C:16]1[C:21]([CH3:22])=[CH:20][C:19]([C:23](=[O:25])[CH3:24])=[C:18]([O:26][CH2:7][C:8]2[CH:13]=[CH:12][CH:11]=[CH:10][CH:9]=2)[CH:17]=1. The catalyst class is: 42.